This data is from Full USPTO retrosynthesis dataset with 1.9M reactions from patents (1976-2016). The task is: Predict the reactants needed to synthesize the given product. (1) The reactants are: [CH3:1][O:2][C:3]([C:5]1[CH:6]=[C:7]([Cl:24])[CH:8]=[C:9]2[C:14]=1[NH:13][CH:12]([C:15]1[CH:20]=[CH:19][CH:18]=[C:17](Br)[CH:16]=1)[C:11]([CH3:23])([CH3:22])[CH2:10]2)=[O:4].[NH2:25][C:26]([CH3:31])([CH3:30])[C:27]([OH:29])=[O:28].Cl.CN(C)CC(O)=O.C(=O)([O-])[O-].[K+].[K+]. Given the product [CH3:1][O:2][C:3]([C:5]1[CH:6]=[C:7]([Cl:24])[CH:8]=[C:9]2[C:14]=1[NH:13][CH:12]([C:15]1[CH:20]=[CH:19][CH:18]=[C:17]([NH:25][C:26]([C:27]([OH:29])=[O:28])([CH3:31])[CH3:30])[CH:16]=1)[C:11]([CH3:23])([CH3:22])[CH2:10]2)=[O:4], predict the reactants needed to synthesize it. (2) The reactants are: [N:1]1([C:7]([C:9]2[NH:13][N:12]=[C:11]3[C:14]4[CH:15]=[CH:16][CH:17]=[CH:18][C:19]=4[S:20](=[O:23])(=[O:22])[CH2:21][C:10]=23)=[O:8])[CH2:6][CH2:5][O:4][CH2:3][CH2:2]1.C(=O)([O-])[O-].[K+].[K+].[CH2:30](I)[CH3:31]. Given the product [CH2:30]([N:12]1[C:11]2[C:14]3[CH:15]=[CH:16][CH:17]=[CH:18][C:19]=3[S:20](=[O:22])(=[O:23])[CH2:21][C:10]=2[C:9]([C:7]([N:1]2[CH2:6][CH2:5][O:4][CH2:3][CH2:2]2)=[O:8])=[N:13]1)[CH3:31], predict the reactants needed to synthesize it. (3) Given the product [NH2:19][CH2:18][CH2:17][CH2:16][CH2:15][N:14]1[C:10]2[C:9]3[CH:8]=[CH:7][C:6]([C:31]4[CH:32]=[N:33][CH:34]=[CH:35][CH:36]=4)=[CH:5][C:4]=3[N:3]=[C:2]([NH2:1])[C:11]=2[N:12]=[C:13]1[CH2:27][O:28][CH2:29][CH3:30], predict the reactants needed to synthesize it. The reactants are: [NH2:1][C:2]1[C:11]2[N:12]=[C:13]([CH2:27][O:28][CH2:29][CH3:30])[N:14]([CH2:15][CH2:16][CH2:17][CH2:18][NH:19]C(=O)OC(C)(C)C)[C:10]=2[C:9]2[CH:8]=[CH:7][C:6]([C:31]3[CH:32]=[N:33][CH:34]=[CH:35][CH:36]=3)=[CH:5][C:4]=2[N:3]=1. (4) Given the product [Cl:8][C:4]1[CH:5]=[CH:6][CH:7]=[C:2]([Cl:1])[C:3]=1[C:9]1[C:13]([CH2:14][O:15][C:16]2[CH:17]=[CH:18][C:19]3[S:23][C:22]([C:24]4[CH:25]=[CH:26][C:27]([C:28]([OH:30])=[O:29])=[CH:33][CH:34]=4)=[CH:21][C:20]=3[CH:35]=2)=[C:12]([CH:36]([CH3:38])[CH3:37])[O:11][N:10]=1, predict the reactants needed to synthesize it. The reactants are: [Cl:1][C:2]1[CH:7]=[CH:6][CH:5]=[C:4]([Cl:8])[C:3]=1[C:9]1[C:13]([CH2:14][O:15][C:16]2[CH:17]=[CH:18][C:19]3[S:23][C:22]([C:24]4[CH:34]=[CH:33][C:27]([C:28]([O:30]CC)=[O:29])=[CH:26][CH:25]=4)=[CH:21][C:20]=3[CH:35]=2)=[C:12]([CH:36]([CH3:38])[CH3:37])[O:11][N:10]=1.[OH-].[Na+]. (5) Given the product [CH3:12][O:13][C:14](=[O:25])[C:15]1[C:20]([N+:21]([O-:23])=[O:22])=[CH:19][N:18]=[C:17]([O:9][C:3]2[CH:4]=[CH:5][C:6]([F:8])=[CH:7][C:2]=2[F:1])[CH:16]=1, predict the reactants needed to synthesize it. The reactants are: [F:1][C:2]1[CH:7]=[C:6]([F:8])[CH:5]=[CH:4][C:3]=1[OH:9].[H-].[Na+].[CH3:12][O:13][C:14](=[O:25])[C:15]1[C:20]([N+:21]([O-:23])=[O:22])=[CH:19][N:18]=[C:17](Cl)[CH:16]=1.CCOC(C)=O. (6) Given the product [Cl:1][C:2]1[N:10]([CH2:11][O:12][CH2:13][CH2:14][Si:15]([CH3:18])([CH3:17])[CH3:16])[C:9]2[C:4](=[N:5][C:6]([C:20]3[CH:25]=[CH:24][C:23]([C:26]4([CH2:29][I:55])[CH2:28][CH2:27]4)=[CH:22][CH:21]=3)=[C:7]([Cl:19])[CH:8]=2)[CH:3]=1, predict the reactants needed to synthesize it. The reactants are: [Cl:1][C:2]1[N:10]([CH2:11][O:12][CH2:13][CH2:14][Si:15]([CH3:18])([CH3:17])[CH3:16])[C:9]2[C:4](=[N:5][C:6]([C:20]3[CH:25]=[CH:24][C:23]([C:26]4([CH2:29]O)[CH2:28][CH2:27]4)=[CH:22][CH:21]=3)=[C:7]([Cl:19])[CH:8]=2)[CH:3]=1.C1(P(C2C=CC=CC=2)C2C=CC=CC=2)C=CC=CC=1.N1C=CN=C1.[I:55]I. (7) Given the product [CH2:1]([O:3][C:4]([N:6]=[C:7]([S:49][C:43]1[CH:48]=[CH:47][CH:46]=[CH:45][CH:44]=1)[CH:8]=[CH:9][S:10][C:11]1[CH:16]=[CH:15][CH:14]=[CH:13][CH:12]=1)=[O:5])[CH3:2], predict the reactants needed to synthesize it. The reactants are: [CH2:1]([O:3][C:4]([NH:6][C:7](=O)[CH:8]=[CH:9][S:10][C:11]1[CH:16]=[CH:15][CH:14]=[CH:13][CH:12]=1)=[O:5])[CH3:2].C(Br)(Br)(Br)Br.C1(P(C2C=CC=CC=2)C2C=CC=CC=2)C=CC=CC=1.[Na].[C:43]1([SH:49])[CH:48]=[CH:47][CH:46]=[CH:45][CH:44]=1. (8) Given the product [C:1]1([C:20]2[CH:21]=[CH:22][CH:23]=[CH:24][CH:25]=2)[CH:6]=[CH:5][C:4]([C:7]2[N:8]([C:13]3[CH:18]=[CH:17][CH:16]=[CH:15][C:14]=3[F:19])[C:9]([S:12][CH3:28])=[N:10][N:11]=2)=[CH:3][CH:2]=1, predict the reactants needed to synthesize it. The reactants are: [C:1]1([C:20]2[CH:25]=[CH:24][CH:23]=[CH:22][CH:21]=2)[CH:6]=[CH:5][C:4]([C:7]2[N:8]([C:13]3[CH:18]=[CH:17][CH:16]=[CH:15][C:14]=3[F:19])[C:9]([SH:12])=[N:10][N:11]=2)=[CH:3][CH:2]=1.CI.[C:28](=O)([O-])[O-].[K+].[K+].O.